Dataset: Merck oncology drug combination screen with 23,052 pairs across 39 cell lines. Task: Regression. Given two drug SMILES strings and cell line genomic features, predict the synergy score measuring deviation from expected non-interaction effect. (1) Drug 1: O=C(O)C1(Cc2cccc(Nc3nccs3)n2)CCC(Oc2cccc(Cl)c2F)CC1. Drug 2: COC1CC2CCC(C)C(O)(O2)C(=O)C(=O)N2CCCCC2C(=O)OC(C(C)CC2CCC(OP(C)(C)=O)C(OC)C2)CC(=O)C(C)C=C(C)C(O)C(OC)C(=O)C(C)CC(C)C=CC=CC=C1C. Cell line: T47D. Synergy scores: synergy=35.6. (2) Drug 1: O=c1[nH]cc(F)c(=O)[nH]1. Drug 2: CS(=O)(=O)CCNCc1ccc(-c2ccc3ncnc(Nc4ccc(OCc5cccc(F)c5)c(Cl)c4)c3c2)o1. Cell line: DLD1. Synergy scores: synergy=11.6. (3) Drug 1: CN1C(=O)C=CC2(C)C3CCC4(C)C(NC(=O)OCC(F)(F)F)CCC4C3CCC12. Drug 2: NC1(c2ccc(-c3nc4ccn5c(=O)[nH]nc5c4cc3-c3ccccc3)cc2)CCC1. Cell line: UWB1289BRCA1. Synergy scores: synergy=36.0. (4) Drug 1: O=S1(=O)NC2(CN1CC(F)(F)F)C1CCC2Cc2cc(C=CCN3CCC(C(F)(F)F)CC3)ccc2C1. Drug 2: COC1=C2CC(C)CC(OC)C(O)C(C)C=C(C)C(OC(N)=O)C(OC)C=CC=C(C)C(=O)NC(=CC1=O)C2=O. Cell line: NCIH2122. Synergy scores: synergy=-3.71. (5) Drug 1: O=C(NOCC(O)CO)c1ccc(F)c(F)c1Nc1ccc(I)cc1F. Drug 2: CCC1(O)C(=O)OCc2c1cc1n(c2=O)Cc2cc3c(CN(C)C)c(O)ccc3nc2-1. Cell line: HT29. Synergy scores: synergy=-0.465. (6) Drug 1: NC1CCCCC1N.O=C(O)C(=O)O.[Pt+2]. Drug 2: CNC(=O)c1cc(Oc2ccc(NC(=O)Nc3ccc(Cl)c(C(F)(F)F)c3)cc2)ccn1. Cell line: HCT116. Synergy scores: synergy=-7.68. (7) Drug 1: CCN(CC)CCNC(=O)c1c(C)[nH]c(C=C2C(=O)Nc3ccc(F)cc32)c1C. Drug 2: Cc1nc(Nc2ncc(C(=O)Nc3c(C)cccc3Cl)s2)cc(N2CCN(CCO)CC2)n1. Cell line: SW837. Synergy scores: synergy=23.1.